From a dataset of Catalyst prediction with 721,799 reactions and 888 catalyst types from USPTO. Predict which catalyst facilitates the given reaction. (1) Reactant: Cl.[NH:2]1[C:10]2[C:5](=[N:6][CH:7]=[CH:8][CH:9]=2)[C:4]([N:11]2[CH2:20][CH2:19][C:14]3(OCC[O:15]3)[CH2:13][CH2:12]2)=[CH:3]1.C(=O)(O)[O-].[Na+]. Product: [NH:2]1[C:10]2[C:5](=[N:6][CH:7]=[CH:8][CH:9]=2)[C:4]([N:11]2[CH2:20][CH2:19][C:14](=[O:15])[CH2:13][CH2:12]2)=[CH:3]1. The catalyst class is: 7. (2) Reactant: [OH:1][CH2:2][CH:3]1[CH2:8][CH2:7][N:6]([C:9]([O:11][C:12]([CH3:15])([CH3:14])[CH3:13])=[O:10])[CH2:5][CH2:4]1.[CH3:16][S:17](Cl)(=[O:19])=[O:18]. Product: [CH3:16][S:17]([O:1][CH2:2][CH:3]1[CH2:8][CH2:7][N:6]([C:9]([O:11][C:12]([CH3:15])([CH3:14])[CH3:13])=[O:10])[CH2:5][CH2:4]1)(=[O:19])=[O:18]. The catalyst class is: 2.